Task: Regression. Given a peptide amino acid sequence and an MHC pseudo amino acid sequence, predict their binding affinity value. This is MHC class II binding data.. Dataset: Peptide-MHC class II binding affinity with 134,281 pairs from IEDB (1) The peptide sequence is AGTNYNKTVASLMNA. The MHC is HLA-DQA10102-DQB10602 with pseudo-sequence HLA-DQA10102-DQB10602. The binding affinity (normalized) is 0.345. (2) The peptide sequence is EEFCTLASRFLVEED. The MHC is DRB1_0401 with pseudo-sequence DRB1_0401. The binding affinity (normalized) is 0.348.